Predict the reaction yield, written as a fraction of the theoretical maximum amount of product (1.0 means a 100% yield; for example, 0.34 means a 34% yield). From a dataset of Reaction yield outcomes from USPTO patents with 853,638 reactions. The reactants are [CH2:1]([N:8]1[CH:13]=[C:12](Br)[CH:11]=[C:10]([N+:15]([O-:17])=[O:16])[C:9]1=[O:18])[C:2]1[CH:7]=[CH:6][CH:5]=[CH:4][CH:3]=1.[CH:19]1[C:27]2[C:26]3[CH:28]=[CH:29][CH:30]=[CH:31][C:25]=3[O:24][C:23]=2[C:22]([C:32]2[CH:37]=[CH:36][C:35](B(O)O)=[CH:34][CH:33]=2)=[CH:21][CH:20]=1.C([O-])([O-])=O.[K+].[K+]. The catalyst is C1(C)C=CC=CC=1.C(O)C.O.C1C=CC([P]([Pd]([P](C2C=CC=CC=2)(C2C=CC=CC=2)C2C=CC=CC=2)([P](C2C=CC=CC=2)(C2C=CC=CC=2)C2C=CC=CC=2)[P](C2C=CC=CC=2)(C2C=CC=CC=2)C2C=CC=CC=2)(C2C=CC=CC=2)C2C=CC=CC=2)=CC=1. The product is [CH2:1]([N:8]1[CH:13]=[C:12]([C:35]2[CH:36]=[CH:37][C:32]([C:22]3[C:23]4[O:24][C:25]5[CH:31]=[CH:30][CH:29]=[CH:28][C:26]=5[C:27]=4[CH:19]=[CH:20][CH:21]=3)=[CH:33][CH:34]=2)[CH:11]=[C:10]([N+:15]([O-:17])=[O:16])[C:9]1=[O:18])[C:2]1[CH:7]=[CH:6][CH:5]=[CH:4][CH:3]=1. The yield is 0.920.